From a dataset of Peptide-MHC class I binding affinity with 185,985 pairs from IEDB/IMGT. Regression. Given a peptide amino acid sequence and an MHC pseudo amino acid sequence, predict their binding affinity value. This is MHC class I binding data. The peptide sequence is YPDPVIKV. The MHC is HLA-B08:01 with pseudo-sequence HLA-B08:01. The binding affinity (normalized) is 0.0847.